Dataset: NCI-60 drug combinations with 297,098 pairs across 59 cell lines. Task: Regression. Given two drug SMILES strings and cell line genomic features, predict the synergy score measuring deviation from expected non-interaction effect. (1) Drug 1: CC1=C2C(C(=O)C3(C(CC4C(C3C(C(C2(C)C)(CC1OC(=O)C(C(C5=CC=CC=C5)NC(=O)OC(C)(C)C)O)O)OC(=O)C6=CC=CC=C6)(CO4)OC(=O)C)OC)C)OC. Drug 2: CC(C)NC(=O)C1=CC=C(C=C1)CNNC.Cl. Cell line: A498. Synergy scores: CSS=36.1, Synergy_ZIP=3.19, Synergy_Bliss=3.30, Synergy_Loewe=-15.5, Synergy_HSA=2.42. (2) Drug 1: C1CC(C1)(C(=O)O)C(=O)O.[NH2-].[NH2-].[Pt+2]. Drug 2: C1=CC=C(C(=C1)C(C2=CC=C(C=C2)Cl)C(Cl)Cl)Cl. Cell line: NCI-H460. Synergy scores: CSS=21.8, Synergy_ZIP=-8.68, Synergy_Bliss=-5.49, Synergy_Loewe=-17.2, Synergy_HSA=-6.50. (3) Drug 1: CC1=C(N=C(N=C1N)C(CC(=O)N)NCC(C(=O)N)N)C(=O)NC(C(C2=CN=CN2)OC3C(C(C(C(O3)CO)O)O)OC4C(C(C(C(O4)CO)O)OC(=O)N)O)C(=O)NC(C)C(C(C)C(=O)NC(C(C)O)C(=O)NCCC5=NC(=CS5)C6=NC(=CS6)C(=O)NCCC[S+](C)C)O. Drug 2: CCC1(CC2CC(C3=C(CCN(C2)C1)C4=CC=CC=C4N3)(C5=C(C=C6C(=C5)C78CCN9C7C(C=CC9)(C(C(C8N6C)(C(=O)OC)O)OC(=O)C)CC)OC)C(=O)OC)O.OS(=O)(=O)O. Cell line: HL-60(TB). Synergy scores: CSS=17.5, Synergy_ZIP=-1.85, Synergy_Bliss=-4.41, Synergy_Loewe=-0.855, Synergy_HSA=-6.22. (4) Cell line: PC-3. Drug 2: CN(C(=O)NC(C=O)C(C(C(CO)O)O)O)N=O. Drug 1: C1=CN(C(=O)N=C1N)C2C(C(C(O2)CO)O)O.Cl. Synergy scores: CSS=20.9, Synergy_ZIP=4.69, Synergy_Bliss=4.83, Synergy_Loewe=-11.1, Synergy_HSA=3.62. (5) Drug 1: CC1=C(C(=CC=C1)Cl)NC(=O)C2=CN=C(S2)NC3=CC(=NC(=N3)C)N4CCN(CC4)CCO. Drug 2: C1CC(=O)NC(=O)C1N2C(=O)C3=CC=CC=C3C2=O. Cell line: MDA-MB-231. Synergy scores: CSS=21.4, Synergy_ZIP=-1.79, Synergy_Bliss=4.99, Synergy_Loewe=-13.4, Synergy_HSA=4.26. (6) Drug 1: CN(CCCl)CCCl.Cl. Drug 2: COCCOC1=C(C=C2C(=C1)C(=NC=N2)NC3=CC=CC(=C3)C#C)OCCOC.Cl. Cell line: MDA-MB-435. Synergy scores: CSS=-6.42, Synergy_ZIP=4.59, Synergy_Bliss=5.06, Synergy_Loewe=-5.32, Synergy_HSA=-4.65. (7) Cell line: SK-OV-3. Drug 2: C1=NC2=C(N=C(N=C2N1C3C(C(C(O3)CO)O)F)Cl)N. Drug 1: CC1C(C(CC(O1)OC2CC(OC(C2O)C)OC3=CC4=CC5=C(C(=O)C(C(C5)C(C(=O)C(C(C)O)O)OC)OC6CC(C(C(O6)C)O)OC7CC(C(C(O7)C)O)OC8CC(C(C(O8)C)O)(C)O)C(=C4C(=C3C)O)O)O)O. Synergy scores: CSS=21.3, Synergy_ZIP=-2.13, Synergy_Bliss=1.42, Synergy_Loewe=-0.676, Synergy_HSA=-0.189.